This data is from Full USPTO retrosynthesis dataset with 1.9M reactions from patents (1976-2016). The task is: Predict the reactants needed to synthesize the given product. (1) Given the product [C:1]([C:3](=[CH:44][CH:45]([CH3:48])[CH3:46])[C:4]([N:6]1[CH2:10][CH2:9][CH2:8][C@@H:7]1[CH2:11][N:12]1[C:16]2[CH:17]=[CH:18][C:19]([CH2:21][NH:22][CH2:23][C:24]([CH3:27])([CH3:26])[CH3:25])=[CH:20][C:15]=2[N:14]=[C:13]1[NH:28][C:29]([C:31]1[S:32][C:33]([CH:36]([F:38])[F:37])=[CH:34][CH:35]=1)=[O:30])=[O:5])#[N:2], predict the reactants needed to synthesize it. The reactants are: [C:1]([CH2:3][C:4]([N:6]1[CH2:10][CH2:9][CH2:8][C@@H:7]1[CH2:11][N:12]1[C:16]2[CH:17]=[CH:18][C:19]([CH2:21][NH:22][CH2:23][C:24]([CH3:27])([CH3:26])[CH3:25])=[CH:20][C:15]=2[N:14]=[C:13]1[NH:28][C:29]([C:31]1[S:32][C:33]([CH:36]([F:38])[F:37])=[CH:34][CH:35]=1)=[O:30])=[O:5])#[N:2].N1CCCC1.[CH3:44][CH:45]([CH3:48])[CH:46]=O.Cl[Si](C)(C)C. (2) Given the product [C:1]1([C:21]2[CH:26]=[CH:25][CH:24]=[CH:23][CH:22]=2)[CH:6]=[CH:5][CH:4]=[CH:3][C:2]=1[CH:7]([NH2:14])[CH2:8][CH2:9][C:10]([O:12][CH3:13])=[O:11], predict the reactants needed to synthesize it. The reactants are: [C:1]1([C:21]2[CH:26]=[CH:25][CH:24]=[CH:23][CH:22]=2)[CH:6]=[CH:5][CH:4]=[CH:3][C:2]=1[CH:7]([NH:14]S(C(C)(C)C)=O)[CH2:8][CH2:9][C:10]([O:12][CH3:13])=[O:11].Cl.O1CCOCC1. (3) Given the product [NH2:28][S:25]([C:22]1[CH:21]=[CH:20][C:19]([NH:18][C:14]([C:10]2[CH:9]=[C:8]([N:7]([CH:1]3[CH2:2][CH2:3][CH2:4][CH2:5][CH2:6]3)[CH3:17])[N:13]=[CH:12][N:11]=2)=[O:16])=[CH:24][CH:23]=1)(=[O:26])=[O:27], predict the reactants needed to synthesize it. The reactants are: [CH:1]1([N:7]([CH3:17])[C:8]2[N:13]=[CH:12][N:11]=[C:10]([C:14]([OH:16])=O)[CH:9]=2)[CH2:6][CH2:5][CH2:4][CH2:3][CH2:2]1.[NH2:18][C:19]1[CH:24]=[CH:23][C:22]([S:25]([NH2:28])(=[O:27])=[O:26])=[CH:21][CH:20]=1.